This data is from Reaction yield outcomes from USPTO patents with 853,638 reactions. The task is: Predict the reaction yield, written as a fraction of the theoretical maximum amount of product (1.0 means a 100% yield; for example, 0.34 means a 34% yield). The reactants are [Cl:1][C:2]1[N:10]=[C:9]([NH:11][C:12]2[CH:13]=[C:14]([CH:17]=[CH:18][C:19]=2[N+:20]([O-])=O)[C:15]#[N:16])[N:8]=[C:7]2[C:3]=1[NH:4][C:5](=[O:29])[N:6]2[CH:23]1[CH2:28][CH2:27][O:26][CH2:25][CH2:24]1.[S]. The catalyst is C(OCC)(=O)C. The product is [NH2:20][C:19]1[CH:18]=[CH:17][C:14]([C:15]#[N:16])=[CH:13][C:12]=1[NH:11][C:9]1[N:8]=[C:7]2[C:3]([NH:4][C:5](=[O:29])[N:6]2[CH:23]2[CH2:24][CH2:25][O:26][CH2:27][CH2:28]2)=[C:2]([Cl:1])[N:10]=1. The yield is 0.860.